From a dataset of Full USPTO retrosynthesis dataset with 1.9M reactions from patents (1976-2016). Predict the reactants needed to synthesize the given product. (1) Given the product [Br:3][C:4]1[N:5]([C:25]2[C:34]3[C:29](=[CH:30][CH:31]=[CH:32][CH:33]=3)[C:28]([CH:35]3[CH2:37][CH2:36]3)=[CH:27][CH:26]=2)[C:6]([S:9][CH2:10][C:11]([OH:1])=[O:12])=[N:7][N:8]=1, predict the reactants needed to synthesize it. The reactants are: [OH-:1].[Na+].[Br:3][C:4]1[N:5]([C:25]2[C:34]3[C:29](=[CH:30][CH:31]=[CH:32][CH:33]=3)[C:28]([CH:35]3[CH2:37][CH2:36]3)=[CH:27][CH:26]=2)[C:6]([S:9][CH2:10][C:11](NC2C=CC(S(=O)(=O)N)=CC=2Cl)=[O:12])=[N:7][N:8]=1.C. (2) The reactants are: [N:1]1[CH:6]=[CH:5][CH:4]=[CH:3][C:2]=1[C:7]1[O:11][CH:10]=[N:9][CH:8]=1.[Br:12][CH2:13][CH2:14][CH2:15][CH2:16][C:17](Cl)=[O:18]. Given the product [Br:12][CH2:13][CH2:14][CH2:15][CH2:16][C:17]([C:10]1[O:11][C:7]([C:2]2[CH:3]=[CH:4][CH:5]=[CH:6][N:1]=2)=[CH:8][N:9]=1)=[O:18], predict the reactants needed to synthesize it. (3) Given the product [C:45]([O:44][CH2:43][CH2:42][O:41][CH:8]([O:7][CH2:6][CH2:5][O:4][C:1](=[O:3])[CH3:2])[O:9][C@@H:10]1[C@H:14]([OH:15])[C@@H:13]([CH3:23])[O:12][C@H:11]1[N:26]1[C:40]2[N:39]=[CH:38][N:37]=[C:30]([NH:31][C:32](=[O:36])[CH:33]([CH3:35])[CH3:34])[C:29]=2[N:28]=[CH:27]1)(=[O:47])[CH3:46], predict the reactants needed to synthesize it. The reactants are: [C:1]([O:4][CH2:5][CH2:6][O:7][CH:8]([O:41][CH2:42][CH2:43][O:44][C:45](=[O:47])[CH3:46])[O:9][C@@H:10]1[C@H:14]([O:15][Si](C(C)(C)C)(C)C)[C@@H:13]([CH:23](I)O)[O:12][C@H:11]1[N:26]1[C:40]2[N:39]=[CH:38][N:37]=[C:30]([NH:31][C:32](=[O:36])[CH:33]([CH3:35])[CH3:34])[C:29]=2[N:28]=[CH:27]1)(=[O:3])[CH3:2].CCN(C(C)C)C(C)C.CCCC[N+](CCCC)(CCCC)CCCC.[F-]. (4) Given the product [NH2:1][C:4]1[CH:5]=[C:6]([CH:16]=[CH:17][C:18]=1[CH3:19])[C:7]([NH:9][C:10]1[CH:15]=[CH:14][CH:13]=[CH:12][CH:11]=1)=[O:8], predict the reactants needed to synthesize it. The reactants are: [N+:1]([C:4]1[CH:5]=[C:6]([CH:16]=[CH:17][C:18]=1[CH3:19])[C:7]([NH:9][C:10]1[CH:15]=[CH:14][CH:13]=[CH:12][CH:11]=1)=[O:8])([O-])=O.[H][H].